This data is from Forward reaction prediction with 1.9M reactions from USPTO patents (1976-2016). The task is: Predict the product of the given reaction. Given the reactants [CH2:1]([NH:8][C:9]1[C:14]([C:15]([N:17]2[C:25]3[C:20](=[CH:21][C:22]([Cl:26])=[CH:23][CH:24]=3)[CH2:19][CH2:18]2)=[O:16])=[CH:13][CH:12]=[CH:11][N:10]=1)[C:2]1C=[CH:6][CH:5]=[CH:4][CH:3]=1.C([NH2:34])C1C=CC=CC=1.NCC1C=CC=CN=1, predict the reaction product. The product is: [Cl:26][C:22]1[CH:21]=[C:20]2[C:25](=[CH:24][CH:23]=1)[N:17]([C:15]([C:14]1[C:9]([NH:8][CH2:1][C:2]3[CH:3]=[CH:4][CH:5]=[CH:6][N:34]=3)=[N:10][CH:11]=[CH:12][CH:13]=1)=[O:16])[CH2:18][CH2:19]2.